Dataset: Forward reaction prediction with 1.9M reactions from USPTO patents (1976-2016). Task: Predict the product of the given reaction. (1) The product is: [Cl:24][C:21]1[CH:22]=[CH:23][C:18]([NH2:17])=[C:19]([O:25][C:2]2[CH:7]=[CH:6][C:5]([S:8]([CH2:11][CH3:12])(=[O:10])=[O:9])=[C:4]([C:13]([F:16])([F:15])[F:14])[CH:3]=2)[CH:20]=1. Given the reactants Br[C:2]1[CH:7]=[CH:6][C:5]([S:8]([CH2:11][CH3:12])(=[O:10])=[O:9])=[C:4]([C:13]([F:16])([F:15])[F:14])[CH:3]=1.[NH2:17][C:18]1[CH:23]=[CH:22][C:21]([Cl:24])=[CH:20][C:19]=1[OH:25], predict the reaction product. (2) Given the reactants [NH2:1][C:2]1[C:7]([OH:8])=[CH:6][CH:5]=[C:4]([CH3:9])[CH:3]=1.[CH:10](=O)[C:11]1[CH:16]=[CH:15][CH:14]=[CH:13][CH:12]=1, predict the reaction product. The product is: [CH:10](=[N:1][C:2]1[CH:3]=[C:4]([CH3:9])[CH:5]=[CH:6][C:7]=1[OH:8])[C:11]1[CH:16]=[CH:15][CH:14]=[CH:13][CH:12]=1. (3) Given the reactants [H-].[Na+].[CH2:3]([O:10][C:11]1[CH:16]=[CH:15][C:14]([C:17]([OH:26])([C:22]([F:25])([F:24])[F:23])[C:18]([F:21])([F:20])[F:19])=[CH:13][C:12]=1[CH2:27][CH2:28][CH3:29])[C:4]1[CH:9]=[CH:8][CH:7]=[CH:6][CH:5]=1.[CH3:30][O:31][CH2:32]Cl.O, predict the reaction product. The product is: [CH2:3]([O:10][C:11]1[CH:16]=[CH:15][C:14]([C:17]([O:26][CH2:30][O:31][CH3:32])([C:18]([F:19])([F:20])[F:21])[C:22]([F:23])([F:24])[F:25])=[CH:13][C:12]=1[CH2:27][CH2:28][CH3:29])[C:4]1[CH:5]=[CH:6][CH:7]=[CH:8][CH:9]=1.